Dataset: Full USPTO retrosynthesis dataset with 1.9M reactions from patents (1976-2016). Task: Predict the reactants needed to synthesize the given product. The reactants are: [NH3:1].C([O:4][C:5](=O)[CH2:6][C:7]1[N:11]2[CH:12]=[CH:13][CH:14]=[CH:15][C:10]2=[N:9][CH:8]=1)C. Given the product [N:9]1[CH:8]=[C:7]([CH2:6][C:5]([NH2:1])=[O:4])[N:11]2[CH:12]=[CH:13][CH:14]=[CH:15][C:10]=12, predict the reactants needed to synthesize it.